From a dataset of Reaction yield outcomes from USPTO patents with 853,638 reactions. Predict the reaction yield, written as a fraction of the theoretical maximum amount of product (1.0 means a 100% yield; for example, 0.34 means a 34% yield). The catalyst is ClCCl. The product is [NH2:1][C:2]1[CH:7]=[CH:6][C:5]([C:8]2[S:9][CH:10]=[CH:11][CH:12]=2)=[CH:4][C:3]=1[NH:13][C:14](=[O:15])[O:16][CH2:17][CH:18]1[CH2:21][NH:20][CH2:19]1. The yield is 0.550. The reactants are [NH2:1][C:2]1[CH:7]=[CH:6][C:5]([C:8]2[S:9][CH:10]=[CH:11][CH:12]=2)=[CH:4][C:3]=1[NH:13][C:14]([O:16][CH2:17][CH:18]1[CH2:21][N:20](C(OC(C)(C)C)=O)[CH2:19]1)=[O:15].C(O)(C(F)(F)F)=O.